This data is from Full USPTO retrosynthesis dataset with 1.9M reactions from patents (1976-2016). The task is: Predict the reactants needed to synthesize the given product. (1) Given the product [CH3:1][C:2]1[N:3]=[C:4]2[C:9]([N:10]3[CH2:14][CH2:13][CH2:12][CH2:11]3)=[CH:8][C:7](/[CH:15]=[CH:26]/[C:25]3[N:21]([CH3:20])[N:22]=[C:23]([N:46]4[CH2:50][CH2:49][CH2:48][CH2:47]4)[N:24]=3)=[N:6][N:5]2[C:17]=1[CH3:18], predict the reactants needed to synthesize it. The reactants are: [CH3:1][C:2]1[N:3]=[C:4]2[C:9]([N:10]3[CH2:14][CH2:13][CH2:12][CH2:11]3)=[CH:8][C:7]([CH:15]=O)=[N:6][N:5]2[C:17]=1[CH3:18].[Cl-].[CH3:20][N:21]1[C:25]([CH2:26][P+](C2C=CC=CC=2)(C2C=CC=CC=2)C2C=CC=CC=2)=[N:24][C:23]([N:46]2[CH2:50][CH2:49][CH2:48][CH2:47]2)=[N:22]1. (2) Given the product [Br:11][C:12]1[CH:17]=[CH:16][N:15]=[C:14]([O:8][CH2:7][CH2:6][N:1]2[CH2:5][CH2:4][CH2:3][CH2:2]2)[CH:13]=1, predict the reactants needed to synthesize it. The reactants are: [N:1]1([CH2:6][CH2:7][OH:8])[CH2:5][CH2:4][CH2:3][CH2:2]1.[H-].[Na+].[Br:11][C:12]1[CH:17]=[CH:16][N:15]=[C:14](Cl)[CH:13]=1.O.